From a dataset of Full USPTO retrosynthesis dataset with 1.9M reactions from patents (1976-2016). Predict the reactants needed to synthesize the given product. (1) Given the product [CH3:23][S:24]([C:27]1[CH:32]=[C:31]([C:2]2[CH:7]=[CH:6][CH:5]=[C:4]([C:8]3[C:17]4[C:12](=[C:13]([C:18]([F:20])([F:21])[F:19])[CH:14]=[CH:15][CH:16]=4)[N:11]=[C:10]([CH3:22])[N:9]=3)[CH:3]=2)[CH:30]=[CH:29][CH:28]=1)(=[O:26])=[O:25], predict the reactants needed to synthesize it. The reactants are: Br[C:2]1[CH:3]=[C:4]([C:8]2[C:17]3[C:12](=[C:13]([C:18]([F:21])([F:20])[F:19])[CH:14]=[CH:15][CH:16]=3)[N:11]=[C:10]([CH3:22])[N:9]=2)[CH:5]=[CH:6][CH:7]=1.[CH3:23][S:24]([C:27]1[CH:28]=[C:29](B(O)O)[CH:30]=[CH:31][CH:32]=1)(=[O:26])=[O:25].C([O-])([O-])=O.[Na+].[Na+]. (2) Given the product [Cl:25][C:24]1[C:19]([N:16]2[CH2:15][CH2:14][N:13]([CH2:12][CH2:11][C@H:8]3[CH2:9][CH2:10][C@H:5]([NH:4][C:37]([NH2:38])=[O:36])[CH2:6][CH2:7]3)[CH2:18][CH2:17]2)=[N:20][C:21]([NH:27][CH3:28])=[N:22][C:23]=1[Cl:26], predict the reactants needed to synthesize it. The reactants are: Cl.Cl.Cl.[NH2:4][C@H:5]1[CH2:10][CH2:9][C@H:8]([CH2:11][CH2:12][N:13]2[CH2:18][CH2:17][N:16]([C:19]3[C:24]([Cl:25])=[C:23]([Cl:26])[N:22]=[C:21]([NH:27][CH3:28])[N:20]=3)[CH2:15][CH2:14]2)[CH2:7][CH2:6]1.C(N(CC)CC)C.[O-:36][C:37]#[N:38].[K+]. (3) Given the product [I:11][C:8]1[CH:7]=[C:3]2[C:2](=[CH:10][CH:9]=1)[N:1]=[CH:16][NH:17][C:4]2=[O:5], predict the reactants needed to synthesize it. The reactants are: [NH2:1][C:2]1[CH:10]=[CH:9][C:8]([I:11])=[CH:7][C:3]=1[C:4](O)=[O:5].C(O)(=O)C.[CH:16](N)=[NH:17].O. (4) Given the product [CH3:12][N:9]1[CH2:8][CH2:7][C:6]([S:13]([C:16]2[CH:17]=[CH:18][C:19]([O:22][CH2:23][CH2:24][CH2:25][CH3:26])=[CH:20][CH:21]=2)(=[O:15])=[O:14])([C:4]([OH:5])=[O:3])[CH2:11][CH2:10]1, predict the reactants needed to synthesize it. The reactants are: C([O:3][C:4]([C:6]1([S:13]([C:16]2[CH:21]=[CH:20][C:19]([O:22][CH2:23][CH2:24][CH2:25][CH3:26])=[CH:18][CH:17]=2)(=[O:15])=[O:14])[CH2:11][CH2:10][N:9]([CH3:12])[CH2:8][CH2:7]1)=[O:5])C. (5) Given the product [N:27]1([CH2:33][C:34]2[CH:35]=[C:36]([NH:37]/[C:16](=[C:6]3\[C:5](=[O:26])[NH:4][C:12]4[C:7]\3=[CH:8][C:9]([N+:13]([O-:15])=[O:14])=[CH:10][CH:11]=4)/[C:17]3[CH:18]=[CH:19][CH:20]=[CH:21][CH:22]=3)[CH:38]=[CH:39][CH:40]=2)[CH2:32][CH2:31][CH2:30][CH2:29][CH2:28]1, predict the reactants needed to synthesize it. The reactants are: C([N:4]1[C:12]2[C:7](=[CH:8][C:9]([N+:13]([O-:15])=[O:14])=[CH:10][CH:11]=2)[C:6](=[C:16](OCC)[C:17]2[CH:22]=[CH:21][CH:20]=[CH:19][CH:18]=2)[C:5]1=[O:26])(=O)C.[N:27]1([CH2:33][C:34]2[CH:35]=[C:36]([CH:38]=[CH:39][CH:40]=2)[NH2:37])[CH2:32][CH2:31][CH2:30][CH2:29][CH2:28]1.[OH-].[Na+]. (6) Given the product [OH:33][C@H:32]([C:31]1[C:23]([CH3:22])=[C:24]2[C:28](=[CH:29][CH:30]=1)[C:27](=[O:35])[O:26][CH2:25]2)[CH2:34][N:19]1[CH2:20][CH2:21][C:13]2([CH2:12][N:11]([C:8]3[CH:7]=[CH:6][C:5]([S:2]([CH3:1])(=[O:4])=[O:3])=[CH:10][N:9]=3)[C:15](=[O:16])[CH2:14]2)[CH2:17][CH2:18]1, predict the reactants needed to synthesize it. The reactants are: [CH3:1][S:2]([C:5]1[CH:6]=[CH:7][C:8]([N:11]2[C:15](=[O:16])[CH2:14][C:13]3([CH2:21][CH2:20][NH:19][CH2:18][CH2:17]3)[CH2:12]2)=[N:9][CH:10]=1)(=[O:4])=[O:3].[CH3:22][C:23]1[C:31]([C@@H:32]2[CH2:34][O:33]2)=[CH:30][CH:29]=[C:28]2[C:24]=1[CH2:25][O:26][C:27]2=[O:35]. (7) Given the product [ClH:1].[Cl:1][C:2]1[CH:41]=[CH:40][C:5]([CH2:6][C@H:7]([C:16]([N:18]2[CH:23]3[CH2:24][CH2:25][CH:19]2[CH2:20][CH:21]([N:26]([CH:34]2[CH2:35][CH2:36][CH2:37][CH2:38][CH2:39]2)[C:27]([N:29]([CH2:32][CH3:33])[CH2:30][CH3:31])=[O:28])[CH2:22]3)=[O:17])[NH:8][CH2:9][C@@H:10]2[CH2:14][C@@H:13]([OH:15])[CH2:12][NH:11]2)=[CH:4][CH:3]=1, predict the reactants needed to synthesize it. The reactants are: [Cl:1][C:2]1[CH:41]=[CH:40][C:5]([CH2:6][C@H:7]([C:16]([N:18]2[CH:23]3[CH2:24][CH2:25][CH:19]2[CH2:20][CH:21]([N:26]([CH:34]2[CH2:39][CH2:38][CH2:37][CH2:36][CH2:35]2)[C:27]([N:29]([CH2:32][CH3:33])[CH2:30][CH3:31])=[O:28])[CH2:22]3)=[O:17])[NH:8][CH2:9][C@@H:10]2[CH2:14][C@@H:13]([OH:15])[CH2:12][NH:11]2)=[CH:4][CH:3]=1.